From a dataset of Forward reaction prediction with 1.9M reactions from USPTO patents (1976-2016). Predict the product of the given reaction. Given the reactants [Cl:1][C:2]1[CH:27]=[C:26]([C:28]([NH:30][CH2:31][C:32]2[CH:37]=[CH:36][CH:35]=[C:34]([OH:38])[CH:33]=2)=[O:29])[CH:25]=[C:24]([CH3:39])[C:3]=1[C:4]([NH:6][C@H:7]([C:20]([O:22]C)=[O:21])[CH2:8][NH:9][C:10](=[O:19])[C:11]1[CH:16]=[C:15]([OH:17])[CH:14]=[C:13]([OH:18])[CH:12]=1)=[O:5].O.[OH-].[Li+], predict the reaction product. The product is: [Cl:1][C:2]1[CH:27]=[C:26]([C:28]([NH:30][CH2:31][C:32]2[CH:37]=[CH:36][CH:35]=[C:34]([OH:38])[CH:33]=2)=[O:29])[CH:25]=[C:24]([CH3:39])[C:3]=1[C:4]([NH:6][C@H:7]([C:20]([OH:22])=[O:21])[CH2:8][NH:9][C:10](=[O:19])[C:11]1[CH:12]=[C:13]([OH:18])[CH:14]=[C:15]([OH:17])[CH:16]=1)=[O:5].